Predict the reactants needed to synthesize the given product. From a dataset of Full USPTO retrosynthesis dataset with 1.9M reactions from patents (1976-2016). (1) Given the product [OH:26][CH2:27][C@H:28]1[N:32]([CH3:33])[C:31](=[O:34])[CH2:30][CH2:29]1, predict the reactants needed to synthesize it. The reactants are: [N+](CCCC)(CCCC)(CCCC)CCCC.[F-].[Si]([O:26][CH2:27][C@H:28]1[N:32]([CH3:33])[C:31](=[O:34])[CH2:30][CH2:29]1)(C(C)(C)C)(C)C. (2) Given the product [F:1][C:2]1[CH:8]=[CH:7][C:5]([NH:6][CH2:9][C:11]2[N:12]=[CH:13][NH:14][CH:15]=2)=[CH:4][CH:3]=1, predict the reactants needed to synthesize it. The reactants are: [F:1][C:2]1[CH:8]=[CH:7][C:5]([NH2:6])=[CH:4][CH:3]=1.[CH:9]([C:11]1[N:12]=[CH:13][NH:14][CH:15]=1)=O.C(O[BH-](OC(=O)C)OC(=O)C)(=O)C.[Na+].C(O)(=O)C. (3) Given the product [N:36]1([CH2:35][CH2:34][O:33][C:30]2[CH:31]=[CH:32][C:27]([CH:2]3[C:3](=[O:4])[N:5]([C@@H:6]([C@H:19]([C:21]4[CH:26]=[CH:25][CH:24]=[CH:23][CH:22]=4)[CH3:20])[C:7]([NH:9][C:10]4[S:11][CH:12]=[C:13]([C:15](=[O:18])[CH2:16][CH3:17])[N:14]=4)=[O:8])[C:52](=[O:51])[NH:1]3)=[CH:28][CH:29]=2)[CH2:41][CH2:40][O:39][CH2:38][CH2:37]1, predict the reactants needed to synthesize it. The reactants are: [NH2:1][C@H:2]([C:27]1[CH:32]=[CH:31][C:30]([O:33][CH2:34][CH2:35][N:36]2[CH2:41][CH2:40][O:39][CH2:38][CH2:37]2)=[CH:29][CH:28]=1)[C:3]([NH:5][C@@H:6]([C@H:19]([C:21]1[CH:26]=[CH:25][CH:24]=[CH:23][CH:22]=1)[CH3:20])[C:7]([NH:9][C:10]1[S:11][CH:12]=[C:13]([C:15](=[O:18])[CH2:16][CH3:17])[N:14]=1)=[O:8])=[O:4].C(N(C(C)C)CC)(C)C.[O:51]=[C:52](Cl)OC(Cl)(Cl)Cl. (4) Given the product [C:1]([O:5][C:6]([N:8]1[CH2:9][CH2:10][CH:11]([C:14](=[O:16])[NH:17][C:18]2[CH:23]=[CH:22][C:21]([C:24](=[O:26])[CH3:25])=[CH:20][CH:19]=2)[CH2:12][CH2:13]1)=[O:7])([CH3:2])([CH3:3])[CH3:4], predict the reactants needed to synthesize it. The reactants are: [C:1]([O:5][C:6]([N:8]1[CH2:13][CH2:12][CH:11]([C:14]([OH:16])=O)[CH2:10][CH2:9]1)=[O:7])([CH3:4])([CH3:3])[CH3:2].[NH2:17][C:18]1[CH:23]=[CH:22][C:21]([C:24](=[O:26])[CH3:25])=[CH:20][CH:19]=1.[B-](F)(F)(F)F.CCOC(C(C#N)=NOC(N(C)C)=[N+](C)C)=O. (5) Given the product [C:1]([C@:3]([CH2:27][O:28][CH3:29])([C@H:8]([C:19]1[CH:24]=[CH:23][CH:22]=[CH:21][C:20]=1[O:25][CH3:26])[C:9]1[C:18]2[C:13](=[CH:14][CH:15]=[CH:16][CH:17]=2)[CH:12]=[CH:11][CH:10]=1)[C:4]([O:6][CH3:7])=[O:5])#[N:2], predict the reactants needed to synthesize it. The reactants are: [C:1]([C@:3]([CH2:27][O:28][CH2:29]COC)([C@H:8]([C:19]1[CH:24]=[CH:23][CH:22]=[CH:21][C:20]=1[O:25][CH3:26])[C:9]1[C:18]2[C:13](=[CH:14][CH:15]=[CH:16][CH:17]=2)[CH:12]=[CH:11][CH:10]=1)[C:4]([O:6][CH3:7])=[O:5])#[N:2]. (6) Given the product [Cl:1][C:2]1[C:3]([CH2:10][N:23]2[CH:22]=[CH:21][N:20]=[C:19]2[C:15]2[CH:16]=[CH:17][CH:18]=[C:13]([F:12])[N:14]=2)=[N:4][CH:5]=[C:6]([O:8][CH3:9])[N:7]=1, predict the reactants needed to synthesize it. The reactants are: [Cl:1][C:2]1[C:3]([CH2:10]Cl)=[N:4][CH:5]=[C:6]([O:8][CH3:9])[N:7]=1.[F:12][C:13]1[CH:18]=[CH:17][CH:16]=[C:15]([C:19]2[NH:20][CH:21]=[CH:22][N:23]=2)[N:14]=1.C([O-])([O-])=O.[K+].[K+].